This data is from Reaction yield outcomes from USPTO patents with 853,638 reactions. The task is: Predict the reaction yield, written as a fraction of the theoretical maximum amount of product (1.0 means a 100% yield; for example, 0.34 means a 34% yield). (1) The reactants are [NH2:1][C:2]1[N:7]=[CH:6][N:5]=[C:4]2[N:8]([CH2:12][C@H:13]3[CH2:17][CH2:16][CH2:15][N:14]3[C:18]([O:20][C:21]([CH3:24])([CH3:23])[CH3:22])=[O:19])[N:9]=[C:10](I)[C:3]=12.OC[C@H]1CCCN1C(OC(C)(C)C)=O.[F:39][C:40]1[CH:41]=[C:42]([CH:59]=[CH:60][CH:61]=1)[O:43][C:44]1[CH:49]=[CH:48][C:47](B2OC(C)(C)C(C)(C)O2)=[CH:46][CH:45]=1.C(=O)([O-])[O-].[Na+].[Na+]. The catalyst is O.COCCOC. The product is [NH2:1][C:2]1[N:7]=[CH:6][N:5]=[C:4]2[N:8]([CH2:12][C@H:13]3[CH2:17][CH2:16][CH2:15][N:14]3[C:18]([O:20][C:21]([CH3:24])([CH3:23])[CH3:22])=[O:19])[N:9]=[C:10]([C:47]3[CH:46]=[CH:45][C:44]([O:43][C:42]4[CH:59]=[CH:60][CH:61]=[C:40]([F:39])[CH:41]=4)=[CH:49][CH:48]=3)[C:3]=12. The yield is 0.790. (2) The reactants are [CH2:1]([O:3][C:4](=[O:23])[CH2:5][CH2:6][CH2:7][N:8]1[C:12]([C:13]([O:15]CC)=O)=[CH:11][C:10]([C:18]([O:20][CH2:21][CH3:22])=[O:19])=[N:9]1)[CH3:2].[H-].[Na+].Cl. The catalyst is C1COCC1. The product is [O:15]=[C:13]1[CH:5]([C:4]([O:3][CH2:1][CH3:2])=[O:23])[CH2:6][CH2:7][N:8]2[N:9]=[C:10]([C:18]([O:20][CH2:21][CH3:22])=[O:19])[CH:11]=[C:12]12. The yield is 0.520. (3) The reactants are [CH2:1]([C:8]1[C:12]2[C:13](=[O:30])[N:14]([C:21]3[CH:26]=[CH:25][CH:24]=[C:23]([N+:27]([O-])=O)[CH:22]=3)[C:15]3[N:16]=[CH:17][CH:18]=[CH:19][C:20]=3[C:11]=2[NH:10][N:9]=1)[C:2]1[CH:7]=[CH:6][CH:5]=[CH:4][CH:3]=1.[Sn](Cl)(Cl)(Cl)Cl.O.C(=O)([O-])[O-].[Na+].[Na+]. The catalyst is Cl. The product is [NH2:27][C:23]1[CH:22]=[C:21]([N:14]2[C:15]3[N:16]=[CH:17][CH:18]=[CH:19][C:20]=3[C:11]3[NH:10][N:9]=[C:8]([CH2:1][C:2]4[CH:3]=[CH:4][CH:5]=[CH:6][CH:7]=4)[C:12]=3[C:13]2=[O:30])[CH:26]=[CH:25][CH:24]=1. The yield is 0.700. (4) The reactants are CS(O[CH2:6][C:7]1[CH:12]=[CH:11][C:10]([CH:13]2[CH2:18][CH2:17][N:16]([C:19]([O:21][C:22]([CH3:25])([CH3:24])[CH3:23])=[O:20])[CH2:15][CH2:14]2)=[CH:9][N:8]=1)(=O)=O.[CH3:26][S:27]([C:30]1[CH:31]=[C:32]2[C:36](=[C:37]([N+:39]([O-:41])=[O:40])[CH:38]=1)[NH:35][CH:34]=[CH:33]2)(=[O:29])=[O:28].[OH-].[K+].C1OCCOCCOCCOCCOCCOC1. The catalyst is C1(C)C=CC=CC=1.O. The product is [CH3:26][S:27]([C:30]1[CH:31]=[C:32]2[C:36](=[C:37]([N+:39]([O-:41])=[O:40])[CH:38]=1)[N:35]([CH2:6][C:7]1[CH:12]=[CH:11][C:10]([CH:13]3[CH2:14][CH2:15][N:16]([C:19]([O:21][C:22]([CH3:23])([CH3:24])[CH3:25])=[O:20])[CH2:17][CH2:18]3)=[CH:9][N:8]=1)[CH:34]=[CH:33]2)(=[O:28])=[O:29]. The yield is 0.230.